Dataset: Forward reaction prediction with 1.9M reactions from USPTO patents (1976-2016). Task: Predict the product of the given reaction. The product is: [CH2:1]([N:8]1[CH2:12][CH2:11][N:10]([C:13]2[S:14][C:15]([C:19]([NH:42][CH2:43][C:44]3[CH:45]=[N:46][CH:47]=[CH:48][CH:49]=3)=[O:21])=[C:16]([CH3:18])[N:17]=2)[C:9]1=[O:22])[CH2:2][CH2:7][CH3:6]. Given the reactants [CH2:1]([N:8]1[CH2:12][CH2:11][N:10]([C:13]2[S:14][C:15]([C:19]([OH:21])=O)=[C:16]([CH3:18])[N:17]=2)[C:9]1=[O:22])[C:2]1[CH:7]=[CH:6]C=CC=1.C(N1CCN(C2SC(C(O)=O)=C(C)N=2)C1=O)CCC.[NH2:42][CH2:43][C:44]1[CH:45]=[N:46][CH:47]=[CH:48][CH:49]=1, predict the reaction product.